This data is from Full USPTO retrosynthesis dataset with 1.9M reactions from patents (1976-2016). The task is: Predict the reactants needed to synthesize the given product. The reactants are: I[C:2]1[C:10]2[C:5](=[CH:6][CH:7]=[C:8]([C:11]3[O:15][C:14]([NH:16][CH:17]([CH3:19])[CH3:18])=[N:13][N:12]=3)[CH:9]=2)[N:4]([S:20]([C:23]2[CH:29]=[CH:28][C:26]([CH3:27])=[CH:25][CH:24]=2)(=[O:22])=[O:21])[CH:3]=1.[CH3:30][O:31][C:32]1[CH:53]=[CH:52][C:35]([CH2:36][O:37][C:38]2[CH:43]=[C:42]([Sn](C)(C)C)[N:41]=[C:40]([S:48]([CH3:51])(=[O:50])=[O:49])[N:39]=2)=[CH:34][CH:33]=1. Given the product [CH:17]([NH:16][C:14]1[O:15][C:11]([C:8]2[CH:9]=[C:10]3[C:5](=[CH:6][CH:7]=2)[N:4]([S:20]([C:23]2[CH:24]=[CH:25][C:26]([CH3:27])=[CH:28][CH:29]=2)(=[O:22])=[O:21])[CH:3]=[C:2]3[C:42]2[CH:43]=[C:38]([O:37][CH2:36][C:35]3[CH:34]=[CH:33][C:32]([O:31][CH3:30])=[CH:53][CH:52]=3)[N:39]=[C:40]([S:48]([CH3:51])(=[O:50])=[O:49])[N:41]=2)=[N:12][N:13]=1)([CH3:18])[CH3:19], predict the reactants needed to synthesize it.